The task is: Predict the product of the given reaction.. This data is from Forward reaction prediction with 1.9M reactions from USPTO patents (1976-2016). Given the reactants [CH:1]([S:4][C:5]1[CH:13]=[CH:12][C:11]([S:14]([CH3:17])(=[O:16])=[O:15])=[CH:10][C:6]=1[C:7]([OH:9])=O)([CH3:3])[CH3:2].Cl.[F:19][C:20]([F:33])([F:32])[C:21]1[S:25][C:24]([N:26]2[CH2:31][CH2:30][NH:29][CH2:28][CH2:27]2)=[N:23][CH:22]=1, predict the reaction product. The product is: [CH:1]([S:4][C:5]1[CH:13]=[CH:12][C:11]([S:14]([CH3:17])(=[O:16])=[O:15])=[CH:10][C:6]=1[C:7]([N:29]1[CH2:30][CH2:31][N:26]([C:24]2[S:25][C:21]([C:20]([F:33])([F:19])[F:32])=[CH:22][N:23]=2)[CH2:27][CH2:28]1)=[O:9])([CH3:2])[CH3:3].